From a dataset of Catalyst prediction with 721,799 reactions and 888 catalyst types from USPTO. Predict which catalyst facilitates the given reaction. (1) Reactant: [N:1]1[CH:6]=[CH:5][CH:4]=[CH:3][C:2]=1[C:7]1[C:16]2[C:11](=[CH:12][CH:13]=[CH:14][CH:15]=2)[N:10]=[CH:9][C:8]=1[CH:17]([OH:19])[CH3:18].[NH2:20][C:21]1[C:26]([C:27]#[N:28])=[C:25](Cl)[N:24]=[CH:23][N:22]=1.[H-].[Na+].[NH4+].[Cl-]. Product: [NH2:20][C:21]1[C:26]([C:27]#[N:28])=[C:25]([O:19][CH:17]([C:8]2[CH:9]=[N:10][C:11]3[C:16]([C:7]=2[C:2]2[CH:3]=[CH:4][CH:5]=[CH:6][N:1]=2)=[CH:15][CH:14]=[CH:13][CH:12]=3)[CH3:18])[N:24]=[CH:23][N:22]=1. The catalyst class is: 3. (2) Reactant: ClC1C=CC(C([O:8][C@@H:9]([C:31]2[CH:36]=[CH:35][CH:34]=[CH:33][CH:32]=2)[C@@H:10]([C:21]2[CH:30]=[CH:29][C:28]3[C:23](=[CH:24][CH:25]=[CH:26][CH:27]=3)[CH:22]=2)[CH2:11][N:12](C(OC(C)(C)C)=O)[CH3:13])=O)=CC=1.[Br:39][CH2:40][C:41](Br)=[O:42]. Product: [Br:39][CH2:40][C:41]([N:12]([CH2:11][C@H:10]([C:21]1[CH:30]=[CH:29][C:28]2[C:23](=[CH:24][CH:25]=[CH:26][CH:27]=2)[CH:22]=1)[C@@H:9]([OH:8])[C:31]1[CH:32]=[CH:33][CH:34]=[CH:35][CH:36]=1)[CH3:13])=[O:42]. The catalyst class is: 4. (3) Reactant: C([O-])=O.[NH4+].C([CH2:12][CH2:13][CH2:14][NH:15][CH2:16][C:17]([O:19][CH2:20][CH3:21])=[O:18])C1C=CC=CC=1. Product: [CH2:14]([NH:15][CH2:16][C:17]([O:19][CH2:20][CH3:21])=[O:18])[CH2:13][CH3:12]. The catalyst class is: 212. (4) Reactant: [F:1][C:2]1[C:11]([F:12])=[C:10]2[C:5]([CH2:6][CH2:7][CH:8]([CH2:13][CH2:14][CH2:15][CH2:16][CH3:17])[O:9]2)=[CH:4][C:3]=1[OH:18].[CH:19]#[C:20][CH:21](O)[CH2:22][CH2:23][CH3:24].C1(P(C2C=CC=CC=2)C2C=CC=CC=2)C=CC=CC=1.CC(OC(/N=N/C(OC(C)C)=O)=O)C. Product: [C:20]([CH:21]([O:18][C:3]1[CH:4]=[C:5]2[C:10](=[C:11]([F:12])[C:2]=1[F:1])[O:9][CH:8]([CH2:13][CH2:14][CH2:15][CH2:16][CH3:17])[CH2:7][CH2:6]2)[CH2:22][CH2:23][CH3:24])#[CH:19]. The catalyst class is: 20.